From a dataset of Full USPTO retrosynthesis dataset with 1.9M reactions from patents (1976-2016). Predict the reactants needed to synthesize the given product. Given the product [Cl:1][C:2]1[CH:3]=[C:4]([CH2:9][N:10]2[CH:14]=[C:13]([C:15]([OH:17])=[O:16])[N:12]=[N:11]2)[CH:5]=[CH:6][C:7]=1[Cl:8], predict the reactants needed to synthesize it. The reactants are: [Cl:1][C:2]1[CH:3]=[C:4]([CH2:9][N:10]2[CH:14]=[C:13]([C:15]([O:17]CC)=[O:16])[N:12]=[N:11]2)[CH:5]=[CH:6][C:7]=1[Cl:8].[OH-].[Na+].